From a dataset of Peptide-MHC class II binding affinity with 134,281 pairs from IEDB. Regression. Given a peptide amino acid sequence and an MHC pseudo amino acid sequence, predict their binding affinity value. This is MHC class II binding data. (1) The peptide sequence is PIVNRNGEVIGLYGN. The MHC is DRB1_0901 with pseudo-sequence DRB1_0901. The binding affinity (normalized) is 0.366. (2) The peptide sequence is AAAQAGTTVYGAFAA. The MHC is HLA-DQA10102-DQB10602 with pseudo-sequence HLA-DQA10102-DQB10602. The binding affinity (normalized) is 0.755. (3) The peptide sequence is DITVKNCVLKKSTNG. The MHC is DRB1_0301 with pseudo-sequence DRB1_0301. The binding affinity (normalized) is 0.166. (4) The peptide sequence is AAATAGTTVYGAFAC. The MHC is HLA-DPA10103-DPB10601 with pseudo-sequence HLA-DPA10103-DPB10601. The binding affinity (normalized) is 0.106. (5) The MHC is DRB1_0701 with pseudo-sequence DRB1_0701. The binding affinity (normalized) is 0.995. The peptide sequence is LQKQSHWVEITALIL.